From a dataset of Reaction yield outcomes from USPTO patents with 853,638 reactions. Predict the reaction yield, written as a fraction of the theoretical maximum amount of product (1.0 means a 100% yield; for example, 0.34 means a 34% yield). (1) The reactants are [O:1]1[CH2:5][CH2:4][O:3][CH:2]1[C:6]1[CH:13]=[CH:12][C:9]([CH:10]=O)=[CH:8][CH:7]=1.[NH2:14][C:15]1[CH:20]=[CH:19][CH:18]=[CH:17][CH:16]=1.C(O)(=O)C.C(O[BH-](OC(=O)C)OC(=O)C)(=O)C.[Na+]. The catalyst is O1CCCC1. The product is [O:1]1[CH2:5][CH2:4][O:3][CH:2]1[C:6]1[CH:13]=[CH:12][C:9]([CH2:10][NH:14][C:15]2[CH:20]=[CH:19][CH:18]=[CH:17][CH:16]=2)=[CH:8][CH:7]=1. The yield is 0.460. (2) The reactants are [NH2:1][C:2]1[CH:3]=[C:4]([CH:7]=[CH:8][CH:9]=1)[CH2:5][OH:6].[C:10](OC(=O)C)(=[O:12])[CH3:11]. The catalyst is C1COCC1.CCOC(C)=O. The product is [OH:6][CH2:5][C:4]1[CH:3]=[C:2]([NH:1][C:10](=[O:12])[CH3:11])[CH:9]=[CH:8][CH:7]=1. The yield is 0.850. (3) The reactants are [CH3:1][O:2][C:3]1[CH:21]=[CH:20][C:6]([CH2:7][O:8][C:9]2[CH:10]=[C:11]3[C:16](=[CH:17][CH:18]=2)[NH:15][C:14](=[O:19])[CH2:13][CH2:12]3)=[CH:5][CH:4]=1.[H-].[Na+].[CH2:24]([O:26][C:27](=[O:31])[CH2:28][CH2:29]Br)[CH3:25]. The catalyst is C1COCC1. The product is [CH2:24]([O:26][C:27](=[O:31])[CH2:28][CH2:29][N:15]1[C:16]2[C:11](=[CH:10][C:9]([O:8][CH2:7][C:6]3[CH:5]=[CH:4][C:3]([O:2][CH3:1])=[CH:21][CH:20]=3)=[CH:18][CH:17]=2)[CH2:12][CH2:13][C:14]1=[O:19])[CH3:25]. The yield is 0.220. (4) The reactants are [Cl:1][C:2]1[CH:13]=[CH:12][C:5]([C:6]([NH:8][CH2:9][CH:10]=[O:11])=O)=[C:4]([OH:14])[CH:3]=1.ClP(Cl)(C1C=CC=CC=1)(C1C=CC=CC=1)C1C=CC=CC=1.C(N(CC)CC)C.O.O.O.O.O.O.[Cl-].[Mg+2:50].[Cl-].[Cl-].[Mg+2].[Cl-]. The catalyst is C(#N)C.O. The product is [Cl:1][C:2]1[CH:13]=[CH:12][C:5]([C:6]2[O:11][CH:10]=[CH:9][N:8]=2)=[C:4]([O-:14])[CH:3]=1.[Cl:1][C:2]1[CH:13]=[CH:12][C:5]([C:6]2[O:11][CH:10]=[CH:9][N:8]=2)=[C:4]([O-:14])[CH:3]=1.[Mg+2:50]. The yield is 0.961.